This data is from Reaction yield outcomes from USPTO patents with 853,638 reactions. The task is: Predict the reaction yield, written as a fraction of the theoretical maximum amount of product (1.0 means a 100% yield; for example, 0.34 means a 34% yield). (1) The reactants are [CH2:1]([N:3]([C@H:28]1[CH2:33][CH2:32][C@@H:31]([N:34]2[CH2:39][CH2:38][O:37][CH2:36][CH2:35]2)[CH2:30][CH2:29]1)[C:4]1[C:19]2[CH2:18][CH:17]=[CH:16][CH2:15][CH2:14][C:13]3[CH:20]=[C:21]([CH3:26])[N:22]=[C:23]([O:24]C)[C:12]=3[CH2:11][NH:10][C:9](=[O:27])[C:8]=2[CH:7]=[CH:6][CH:5]=1)[CH3:2].Cl.CO.C(Cl)Cl. The catalyst is CO. The product is [CH2:1]([N:3]([C@H:28]1[CH2:29][CH2:30][C@@H:31]([N:34]2[CH2:35][CH2:36][O:37][CH2:38][CH2:39]2)[CH2:32][CH2:33]1)[C:4]1[C:19]2[CH2:18][CH:17]=[CH:16][CH2:15][CH2:14][C:13]3[CH:20]=[C:21]([CH3:26])[NH:22][C:23](=[O:24])[C:12]=3[CH2:11][NH:10][C:9](=[O:27])[C:8]=2[CH:7]=[CH:6][CH:5]=1)[CH3:2]. The yield is 0.780. (2) The reactants are [F:1][C:2]([F:13])([F:12])[C:3]1[CH:8]=[CH:7][C:6](B(O)O)=[CH:5][CH:4]=1.I[C:15]1[CH:31]=[CH:30][C:18]([C:19]([NH:21][C@H:22]2[CH:27]3[CH2:28][CH2:29][N:24]([CH2:25][CH2:26]3)[CH2:23]2)=[O:20])=[CH:17][CH:16]=1.C(=O)([O-])[O-].[Cs+].[Cs+]. The catalyst is C(#N)C.O. The product is [N:24]12[CH2:29][CH2:28][CH:27]([CH2:26][CH2:25]1)[C@H:22]([NH:21][C:19]([C:18]1[CH:30]=[CH:31][C:15]([C:6]3[CH:7]=[CH:8][C:3]([C:2]([F:13])([F:12])[F:1])=[CH:4][CH:5]=3)=[CH:16][CH:17]=1)=[O:20])[CH2:23]2. The yield is 0.650. (3) The reactants are Cl[CH2:2][CH2:3][C:4]1[CH:9]=[CH:8][C:7]([N:10]([CH3:14])[C:11](=[O:13])[CH3:12])=[C:6]([CH3:15])[CH:5]=1.Cl.[N:17]1([C:23]2[C:31]3[C:26](=[CH:27][CH:28]=[CH:29][CH:30]=3)[NH:25][N:24]=2)[CH2:22][CH2:21][NH:20][CH2:19][CH2:18]1. No catalyst specified. The product is [NH:25]1[C:26]2[C:31](=[CH:30][CH:29]=[CH:28][CH:27]=2)[C:23]([N:17]2[CH2:18][CH2:19][N:20]([CH2:2][CH2:3][C:4]3[CH:9]=[CH:8][C:7]([N:10]([CH3:14])[C:11](=[O:13])[CH3:12])=[C:6]([CH3:15])[CH:5]=3)[CH2:21][CH2:22]2)=[N:24]1. The yield is 0.450.